This data is from Catalyst prediction with 721,799 reactions and 888 catalyst types from USPTO. The task is: Predict which catalyst facilitates the given reaction. Reactant: [CH:1]([C:3]1[CH:8]=[C:7]([O:9][CH3:10])[N:6]=[CH:5][C:4]=1[O:11][CH2:12][C:13]1[C:14]([C:19]2[N:23]([CH2:24][C:25]([O:27]CC)=[O:26])[N:22]=[CH:21][CH:20]=2)=[N:15][CH:16]=[CH:17][CH:18]=1)=[O:2].[OH-].[Na+]. Product: [CH:1]([C:3]1[CH:8]=[C:7]([O:9][CH3:10])[N:6]=[CH:5][C:4]=1[O:11][CH2:12][C:13]1[C:14]([C:19]2[N:23]([CH2:24][C:25]([OH:27])=[O:26])[N:22]=[CH:21][CH:20]=2)=[N:15][CH:16]=[CH:17][CH:18]=1)=[O:2]. The catalyst class is: 92.